This data is from Peptide-MHC class I binding affinity with 185,985 pairs from IEDB/IMGT. The task is: Regression. Given a peptide amino acid sequence and an MHC pseudo amino acid sequence, predict their binding affinity value. This is MHC class I binding data. (1) The peptide sequence is PIQKETWDTW. The MHC is HLA-B35:03 with pseudo-sequence HLA-B35:03. The binding affinity (normalized) is 0. (2) The peptide sequence is AEDLADHHV. The MHC is HLA-B51:01 with pseudo-sequence HLA-B51:01. The binding affinity (normalized) is 0.0847. (3) The peptide sequence is LSRYVARL. The MHC is HLA-A02:01 with pseudo-sequence HLA-A02:01. The binding affinity (normalized) is 0. (4) The peptide sequence is STVPVFNPH. The MHC is Patr-A0301 with pseudo-sequence Patr-A0301. The binding affinity (normalized) is 0.653.